This data is from Peptide-MHC class I binding affinity with 185,985 pairs from IEDB/IMGT. The task is: Regression. Given a peptide amino acid sequence and an MHC pseudo amino acid sequence, predict their binding affinity value. This is MHC class I binding data. The peptide sequence is GVIRSIFAR. The MHC is HLA-A68:01 with pseudo-sequence HLA-A68:01. The binding affinity (normalized) is 1.00.